From a dataset of Peptide-MHC class II binding affinity with 134,281 pairs from IEDB. Regression. Given a peptide amino acid sequence and an MHC pseudo amino acid sequence, predict their binding affinity value. This is MHC class II binding data. (1) The peptide sequence is PVGEIYKRWIILGLN. The MHC is DRB1_1101 with pseudo-sequence DRB1_1101. The binding affinity (normalized) is 0.273. (2) The peptide sequence is YDKFLANVSTVLTMK. The MHC is DRB1_0701 with pseudo-sequence DRB1_0701. The binding affinity (normalized) is 0.764. (3) The peptide sequence is PANDKFTVFEAAFNN. The MHC is HLA-DQA10101-DQB10501 with pseudo-sequence HLA-DQA10101-DQB10501. The binding affinity (normalized) is 0.208. (4) The peptide sequence is HVKHFVINLIGDFEV. The MHC is HLA-DPA10201-DPB10101 with pseudo-sequence HLA-DPA10201-DPB10101. The binding affinity (normalized) is 0.0796.